The task is: Regression/Classification. Given a drug SMILES string, predict its absorption, distribution, metabolism, or excretion properties. Task type varies by dataset: regression for continuous measurements (e.g., permeability, clearance, half-life) or binary classification for categorical outcomes (e.g., BBB penetration, CYP inhibition). Dataset: cyp2d6_veith.. This data is from CYP2D6 inhibition data for predicting drug metabolism from PubChem BioAssay. The drug is CCOC(=O)c1nnn(-c2nonc2N)c1-c1ccccc1. The result is 0 (non-inhibitor).